From a dataset of Catalyst prediction with 721,799 reactions and 888 catalyst types from USPTO. Predict which catalyst facilitates the given reaction. Reactant: [CH3:1][N:2]1[CH:6]=[C:5]([N+:7]([O-])=O)[N:4]=[CH:3]1.[H][H].Cl[C:13]1[N:18]=[C:17]([S:19][CH3:20])[N:16]=[C:15]2[N:21]([CH2:24][CH2:25][OH:26])[N:22]=[CH:23][C:14]=12.C(N(CC)CC)C. Product: [CH3:1][N:2]1[CH:6]=[C:5]([NH:7][C:13]2[N:18]=[C:17]([S:19][CH3:20])[N:16]=[C:15]3[N:21]([CH2:24][CH2:25][OH:26])[N:22]=[CH:23][C:14]=23)[N:4]=[CH:3]1. The catalyst class is: 29.